This data is from Full USPTO retrosynthesis dataset with 1.9M reactions from patents (1976-2016). The task is: Predict the reactants needed to synthesize the given product. (1) Given the product [F:22][C:18]1[CH:17]=[C:16]([C:13]2[N:12]=[CH:11][C:10]([C:9]([NH:8][C@H:4]3[CH2:5][CH2:6][CH2:7][C@H:2]([NH:1][C:38]([N:33]4[CH2:29][CH2:28][N:27]([CH3:31])[CH2:24][CH2:25]4)=[O:41])[CH2:3]3)=[O:23])=[CH:15][CH:14]=2)[CH:21]=[CH:20][CH:19]=1, predict the reactants needed to synthesize it. The reactants are: [NH2:1][C@H:2]1[CH2:7][CH2:6][CH2:5][C@H:4]([NH:8][C:9](=[O:23])[C:10]2[CH:15]=[CH:14][C:13]([C:16]3[CH:21]=[CH:20][CH:19]=[C:18]([F:22])[CH:17]=3)=[N:12][CH:11]=2)[CH2:3]1.[CH:24]([N:27]([CH2:31]C)[CH:28](C)[CH3:29])(C)[CH3:25].[NH:33]1[CH2:38]COCC1.CS(C)=[O:41]. (2) Given the product [N:1]1([CH:14]2[CH2:19][CH2:18][CH:17]([NH:21][CH2:22][CH2:23][S:24][C:25](=[O:27])[CH3:26])[CH2:16][CH2:15]2)[C:12]2=[C:13]3[C:8](=[CH:9][CH:10]=[CH:11]2)[CH:7]=[N:6][CH:5]=[C:4]3[CH2:3][CH2:2]1, predict the reactants needed to synthesize it. The reactants are: [N:1]1([CH:14]2[CH2:19][CH2:18][C:17](=O)[CH2:16][CH2:15]2)[C:12]2=[C:13]3[C:8](=[CH:9][CH:10]=[CH:11]2)[CH:7]=[N:6][CH:5]=[C:4]3[CH2:3][CH2:2]1.[NH2:21][CH2:22][CH2:23][S:24][C:25](=[O:27])[CH3:26]. (3) Given the product [NH2:27][C:28]([CH2:38][C:39]1[CH:44]=[CH:43][CH:42]=[CH:41][CH:40]=1)([CH2:31][C:32]1[CH:37]=[CH:36][CH:35]=[CH:34][CH:33]=1)[CH2:29][O:30][CH2:25][C:23]1[CH:22]=[C:9]([CH:8]=[C:7]([N:2]([CH3:1])[S:3]([CH3:6])(=[O:5])=[O:4])[CH:24]=1)[C:10]([NH:12][C@@H:13]([C:15]1[CH:20]=[CH:19][C:18]([F:21])=[CH:17][CH:16]=1)[CH3:14])=[O:11], predict the reactants needed to synthesize it. The reactants are: [CH3:1][N:2]([C:7]1[CH:8]=[C:9]([CH:22]=[C:23]([CH2:25]Br)[CH:24]=1)[C:10]([NH:12][C@@H:13]([C:15]1[CH:20]=[CH:19][C:18]([F:21])=[CH:17][CH:16]=1)[CH3:14])=[O:11])[S:3]([CH3:6])(=[O:5])=[O:4].[NH2:27][C:28]([CH2:38][C:39]1[CH:44]=[CH:43][CH:42]=[CH:41][CH:40]=1)([CH2:31][C:32]1[CH:37]=[CH:36][CH:35]=[CH:34][CH:33]=1)[CH2:29][OH:30].NC(CC1C=CC=CC=1)(CCCC)COCC1C=C(C=C(N(C)S(C)(=O)=O)C=1)C(N[C@@H](C1C=CC(F)=CC=1)C)=O. (4) Given the product [Cl:35][C:36]1[CH:37]=[CH:38][C:39]([O:50][CH2:51][CH:52]([CH3:54])[CH3:53])=[C:40]([CH2:42][N:43]2[C:47]([CH3:48])=[CH:46][C:45]([NH:49][C:7](=[O:9])[C:6]3[CH:10]=[CH:11][C:3]([CH:1]=[CH2:2])=[CH:4][C:5]=3[F:12])=[N:44]2)[CH:41]=1, predict the reactants needed to synthesize it. The reactants are: [CH:1]([C:3]1[CH:11]=[CH:10][C:6]([C:7]([OH:9])=O)=[C:5]([F:12])[CH:4]=1)=[CH2:2].CN(C)CCCN=C=NCC.ON1C2N=CC=CC=2N=N1.Cl.[Cl:35][C:36]1[CH:37]=[CH:38][C:39]([O:50][CH2:51][CH:52]([CH3:54])[CH3:53])=[C:40]([CH2:42][N:43]2[C:47]([CH3:48])=[CH:46][C:45]([NH2:49])=[N:44]2)[CH:41]=1.C(N(CC)CC)C. (5) Given the product [CH3:1][O:2][C:3]([C:5]1[CH:6]=[CH:7][C:8]([C:11]2[CH:12]=[CH:13][C:14]([CH:17]([C:28]3[CH:33]=[CH:32][CH:31]=[CH:30][C:29]=3[CH3:34])[CH2:18][C:19](=[N:36][OH:37])[C:21]3[CH:26]=[CH:25][N:24]=[C:23]([CH3:27])[CH:22]=3)=[CH:15][CH:16]=2)=[CH:9][CH:10]=1)=[O:4], predict the reactants needed to synthesize it. The reactants are: [CH3:1][O:2][C:3]([C:5]1[CH:10]=[CH:9][C:8]([C:11]2[CH:16]=[CH:15][C:14]([CH:17]([C:28]3[CH:33]=[CH:32][CH:31]=[CH:30][C:29]=3[CH3:34])[CH2:18][C:19]([C:21]3[CH:26]=[CH:25][N:24]=[C:23]([CH3:27])[CH:22]=3)=O)=[CH:13][CH:12]=2)=[CH:7][CH:6]=1)=[O:4].Cl.[NH2:36][OH:37].C(=O)([O-])O.[Na+].[NH4+].[Cl-].